This data is from Peptide-MHC class I binding affinity with 185,985 pairs from IEDB/IMGT. The task is: Regression. Given a peptide amino acid sequence and an MHC pseudo amino acid sequence, predict their binding affinity value. This is MHC class I binding data. (1) The peptide sequence is CTISLGNVSI. The MHC is H-2-Db with pseudo-sequence H-2-Db. The binding affinity (normalized) is 0. (2) The peptide sequence is SLFYTVATI. The MHC is HLA-A68:02 with pseudo-sequence HLA-A68:02. The binding affinity (normalized) is 0.404. (3) The peptide sequence is VVRVRRELL. The MHC is HLA-A02:01 with pseudo-sequence HLA-A02:01. The binding affinity (normalized) is 0.0847. (4) The peptide sequence is PPIPVGDIY. The MHC is HLA-B51:01 with pseudo-sequence HLA-B51:01. The binding affinity (normalized) is 0.0760. (5) The peptide sequence is EPINMFLFI. The MHC is HLA-B51:01 with pseudo-sequence HLA-B51:01. The binding affinity (normalized) is 0.432. (6) The peptide sequence is DAYRRIHSL. The MHC is HLA-B40:01 with pseudo-sequence HLA-B40:01. The binding affinity (normalized) is 0. (7) The peptide sequence is RHDITGFIL. The MHC is HLA-B18:01 with pseudo-sequence HLA-B18:01. The binding affinity (normalized) is 0.0847. (8) The peptide sequence is EEMNLPGRW. The MHC is HLA-A29:02 with pseudo-sequence HLA-A29:02. The binding affinity (normalized) is 0. (9) The peptide sequence is ATVKGMQSY. The MHC is HLA-A03:01 with pseudo-sequence HLA-A03:01. The binding affinity (normalized) is 0.213. (10) The peptide sequence is LVFTRAICK. The MHC is HLA-B18:01 with pseudo-sequence HLA-B18:01. The binding affinity (normalized) is 0.0847.